Dataset: Reaction yield outcomes from USPTO patents with 853,638 reactions. Task: Predict the reaction yield, written as a fraction of the theoretical maximum amount of product (1.0 means a 100% yield; for example, 0.34 means a 34% yield). The reactants are Br[C:2]1[C:3]([NH:8][C:9]2[CH:10]=[N:11][C:12]([O:15][CH3:16])=[CH:13][CH:14]=2)=[N:4][CH:5]=[N:6][CH:7]=1.[CH3:17][C:18]1[N:23]=[C:22]([S:24][CH3:25])[N:21]=[C:20]([Sn](CCCC)(CCCC)CCCC)[N:19]=1.[F-].[Cs+].C1COCC1. The catalyst is O.[Cu]I.C1C=CC([P]([Pd]([P](C2C=CC=CC=2)(C2C=CC=CC=2)C2C=CC=CC=2)([P](C2C=CC=CC=2)(C2C=CC=CC=2)C2C=CC=CC=2)[P](C2C=CC=CC=2)(C2C=CC=CC=2)C2C=CC=CC=2)(C2C=CC=CC=2)C2C=CC=CC=2)=CC=1. The product is [CH3:16][O:15][C:12]1[N:11]=[CH:10][C:9]([NH:8][C:3]2[C:2]([C:20]3[N:19]=[C:18]([CH3:17])[N:23]=[C:22]([S:24][CH3:25])[N:21]=3)=[CH:7][N:6]=[CH:5][N:4]=2)=[CH:14][CH:13]=1. The yield is 0.537.